This data is from Forward reaction prediction with 1.9M reactions from USPTO patents (1976-2016). The task is: Predict the product of the given reaction. (1) Given the reactants [N:1]1([C:7]2[N:15]=[C:14]([C:16]3[CH:17]=[C:18]([CH2:22][OH:23])[CH:19]=[CH:20][CH:21]=3)[N:13]=[C:12]3[C:8]=2[N:9]=[CH:10][N:11]3[CH:24]2[CH2:29][CH2:28][NH:27][CH2:26][CH2:25]2)[CH2:6][CH2:5][O:4][CH2:3][CH2:2]1.[BH3-]C#N.[Na+].[F:34][C:35]1[CH:36]=[C:37]2[C:41](=[CH:42][CH:43]=1)[NH:40][CH:39]=[C:38]2[CH:44]=O, predict the reaction product. The product is: [F:34][C:35]1[CH:36]=[C:37]2[C:41](=[CH:42][CH:43]=1)[NH:40][CH:39]=[C:38]2[CH2:44][N:27]1[CH2:28][CH2:29][CH:24]([N:11]2[CH:10]=[N:9][C:8]3[C:12]2=[N:13][C:14]([C:16]2[CH:17]=[C:18]([CH2:22][OH:23])[CH:19]=[CH:20][CH:21]=2)=[N:15][C:7]=3[N:1]2[CH2:6][CH2:5][O:4][CH2:3][CH2:2]2)[CH2:25][CH2:26]1. (2) Given the reactants [CH3:1][CH:2]1[C:11]2[N:10]=[C:9]([N:12]3[CH2:17][CH2:16][O:15][CH2:14][CH2:13]3)[CH:8]=[CH:7][C:6]=2[CH2:5][N:4](C(OC(C)(C)C)=O)[CH2:3]1.C(OCC)(=O)C.[ClH:31], predict the reaction product. The product is: [ClH:31].[ClH:31].[CH3:1][CH:2]1[C:11]2[N:10]=[C:9]([N:12]3[CH2:17][CH2:16][O:15][CH2:14][CH2:13]3)[CH:8]=[CH:7][C:6]=2[CH2:5][NH:4][CH2:3]1. (3) Given the reactants [CH2:1]([NH:8][CH2:9][CH2:10][NH:11][C@H:12]([C:17]([O:19][C:20]([CH3:23])([CH3:22])[CH3:21])=[O:18])[C:13]([CH3:16])([CH3:15])[CH3:14])[C:2]1[CH:7]=[CH:6][CH:5]=[CH:4][CH:3]=1.C(N(CC)CC)C.C1C(=O)N(OC(ON2C(=O)CCC2=O)=O)[C:33](=[O:34])C1, predict the reaction product. The product is: [CH2:1]([N:8]1[CH2:9][CH2:10][N:11]([C@@H:12]([C:13]([CH3:16])([CH3:14])[CH3:15])[C:17]([O:19][C:20]([CH3:23])([CH3:22])[CH3:21])=[O:18])[C:33]1=[O:34])[C:2]1[CH:7]=[CH:6][CH:5]=[CH:4][CH:3]=1. (4) Given the reactants I[C:2]1[CH:7]=[CH:6][CH:5]=[CH:4][CH:3]=1.[Br:8][C:9]1[CH:21]=[CH:20][C:19]2[C:18]3[C:13](=[CH:14][CH:15]=[CH:16][CH:17]=3)[NH:12][C:11]=2[CH:10]=1.CC(C)([O-])C.[Na+].C(P(C(C)(C)C)C(C)(C)C)(C)(C)C, predict the reaction product. The product is: [Br:8][C:9]1[CH:21]=[CH:20][C:19]2[C:18]3[C:13](=[CH:14][CH:15]=[CH:16][CH:17]=3)[N:12]([C:2]3[CH:7]=[CH:6][CH:5]=[CH:4][CH:3]=3)[C:11]=2[CH:10]=1. (5) Given the reactants [Br:1][C:2]1[CH:7]=[CH:6][C:5]([NH:8][C:9]2[C:17]([C:18]([OH:20])=O)=[C:16]3[N:12]([CH2:13][CH2:14][CH2:15]3)[C:11](=[O:21])[C:10]=2[CH3:22])=[C:4]([F:23])[CH:3]=1.C[N:25](C(ON1N=NC2C=CC=CC1=2)=[N+](C)C)C.[B-](F)(F)(F)F.[Cl-].[NH4+], predict the reaction product. The product is: [Br:1][C:2]1[CH:7]=[CH:6][C:5]([NH:8][C:9]2[C:17]([C:18]([NH2:25])=[O:20])=[C:16]3[N:12]([CH2:13][CH2:14][CH2:15]3)[C:11](=[O:21])[C:10]=2[CH3:22])=[C:4]([F:23])[CH:3]=1. (6) The product is: [C:9]([O:13][C:14]([N:16]1[CH2:21][CH2:20][C:19]2[NH:22][C:23]([C:25]3[CH:30]=[CH:29][N:28]=[C:27]([NH2:31])[N:26]=3)=[C:24]([I:1])[C:18]=2[C:17]1=[O:32])=[O:15])([CH3:12])([CH3:10])[CH3:11]. Given the reactants [I:1]N1C(=O)CCC1=O.[C:9]([O:13][C:14]([N:16]1[CH2:21][CH2:20][C:19]2[NH:22][C:23]([C:25]3[CH:30]=[CH:29][N:28]=[C:27]([NH2:31])[N:26]=3)=[CH:24][C:18]=2[C:17]1=[O:32])=[O:15])([CH3:12])([CH3:11])[CH3:10].[Al].[O-]S([O-])(=S)=O.[Na+].[Na+], predict the reaction product. (7) Given the reactants [H-].[Na+].[SH:3][C:4]1[CH:9]=[CH:8][N:7]=[CH:6][CH:5]=1.Br[CH2:11][CH2:12][O:13][CH:14]1[CH2:19][CH2:18][CH2:17][CH2:16][O:15]1, predict the reaction product. The product is: [O:15]1[CH2:16][CH2:17][CH2:18][CH2:19][CH:14]1[O:13][CH2:12][CH2:11][S:3][C:4]1[CH:9]=[CH:8][N:7]=[CH:6][CH:5]=1.